Dataset: NCI-60 drug combinations with 297,098 pairs across 59 cell lines. Task: Regression. Given two drug SMILES strings and cell line genomic features, predict the synergy score measuring deviation from expected non-interaction effect. (1) Cell line: HL-60(TB). Synergy scores: CSS=74.2, Synergy_ZIP=4.48, Synergy_Bliss=2.94, Synergy_Loewe=3.03, Synergy_HSA=5.45. Drug 1: COC1=CC(=CC(=C1O)OC)C2C3C(COC3=O)C(C4=CC5=C(C=C24)OCO5)OC6C(C(C7C(O6)COC(O7)C8=CC=CS8)O)O. Drug 2: C1CN1P(=S)(N2CC2)N3CC3. (2) Drug 1: COC1=CC(=CC(=C1O)OC)C2C3C(COC3=O)C(C4=CC5=C(C=C24)OCO5)OC6C(C(C7C(O6)COC(O7)C8=CC=CS8)O)O. Drug 2: C1CC(=O)NC(=O)C1N2C(=O)C3=CC=CC=C3C2=O. Cell line: SF-295. Synergy scores: CSS=53.2, Synergy_ZIP=5.69, Synergy_Bliss=7.26, Synergy_Loewe=-37.2, Synergy_HSA=7.45. (3) Synergy scores: CSS=22.1, Synergy_ZIP=-8.10, Synergy_Bliss=-1.24, Synergy_Loewe=-0.766, Synergy_HSA=1.44. Drug 2: C1=CN(C(=O)N=C1N)C2C(C(C(O2)CO)O)O.Cl. Drug 1: CNC(=O)C1=CC=CC=C1SC2=CC3=C(C=C2)C(=NN3)C=CC4=CC=CC=N4. Cell line: U251. (4) Drug 1: CCCCCOC(=O)NC1=NC(=O)N(C=C1F)C2C(C(C(O2)C)O)O. Drug 2: CC1=C2C(C(=O)C3(C(CC4C(C3C(C(C2(C)C)(CC1OC(=O)C(C(C5=CC=CC=C5)NC(=O)OC(C)(C)C)O)O)OC(=O)C6=CC=CC=C6)(CO4)OC(=O)C)O)C)O. Cell line: SK-MEL-28. Synergy scores: CSS=-1.09, Synergy_ZIP=-1.33, Synergy_Bliss=-6.07, Synergy_Loewe=-4.44, Synergy_HSA=-7.34. (5) Drug 1: C1C(C(OC1N2C=NC(=NC2=O)N)CO)O. Drug 2: C(CCl)NC(=O)N(CCCl)N=O. Cell line: HT29. Synergy scores: CSS=10.1, Synergy_ZIP=-6.51, Synergy_Bliss=-5.93, Synergy_Loewe=-5.24, Synergy_HSA=-3.46. (6) Drug 1: CCC1=CC2CC(C3=C(CN(C2)C1)C4=CC=CC=C4N3)(C5=C(C=C6C(=C5)C78CCN9C7C(C=CC9)(C(C(C8N6C)(C(=O)OC)O)OC(=O)C)CC)OC)C(=O)OC.C(C(C(=O)O)O)(C(=O)O)O. Drug 2: COC1=CC(=CC(=C1O)OC)C2C3C(COC3=O)C(C4=CC5=C(C=C24)OCO5)OC6C(C(C7C(O6)COC(O7)C8=CC=CS8)O)O. Cell line: K-562. Synergy scores: CSS=75.2, Synergy_ZIP=-4.55, Synergy_Bliss=-7.24, Synergy_Loewe=-4.66, Synergy_HSA=-1.65.